From a dataset of Full USPTO retrosynthesis dataset with 1.9M reactions from patents (1976-2016). Predict the reactants needed to synthesize the given product. (1) Given the product [Cl:12][C:13]1[N:18]=[C:17]([N:6]2[CH2:7][CH2:8][C:4]([CH:1]([CH3:3])[CH3:2])([C:10]#[N:11])[C:5]2=[O:9])[CH:16]=[CH:15][N:14]=1, predict the reactants needed to synthesize it. The reactants are: [CH:1]([C:4]1([C:10]#[N:11])[CH2:8][CH2:7][NH:6][C:5]1=[O:9])([CH3:3])[CH3:2].[Cl:12][C:13]1[N:18]=[C:17](Cl)[CH:16]=[CH:15][N:14]=1.C(=O)([O-])[O-].[Cs+].[Cs+].O. (2) Given the product [ClH:47].[C:2]([O:5][C:6](=[O:7])[CH2:8][C@H:9]([NH:13][CH3:15])[C:10]([N:31]([CH2:38][C:39]1[CH:40]=[CH:41][CH:42]=[CH:43][CH:44]=1)[CH3:28])=[O:11])([CH3:4])([CH3:3])[CH3:1], predict the reactants needed to synthesize it. The reactants are: [CH3:1][C:2]([O:5][C:6]([CH2:8][C@H:9]([N:13]([C:15](OCC1C=CC=CC=1)=O)C)[C:10](O)=[O:11])=[O:7])([CH3:4])[CH3:3].C1CC[CH:28]([NH:31]C2CCCCC2)CC1.[CH2:38](CN)[C:39]1[CH:44]=[CH:43][CH:42]=[CH:41][CH:40]=1.[ClH:47].CO. (3) Given the product [ClH:26].[ClH:26].[C:21]([NH:24][N:25]=[CH:6][C:5]1[CH:8]=[CH:9][CH:10]=[C:3]([O:2][CH2:1][CH2:11][O:12][C:13]2[CH:14]=[C:15]([CH:18]=[CH:19][CH:20]=2)[CH:16]=[N:25][NH:24][C:21](=[NH:22])[NH2:23])[CH:4]=1)(=[NH:23])[NH2:22], predict the reactants needed to synthesize it. The reactants are: [CH2:1]([CH2:11][O:12][C:13]1[CH:14]=[C:15]([CH:18]=[CH:19][CH:20]=1)[CH:16]=O)[O:2][C:3]1[CH:4]=[C:5]([CH:8]=[CH:9][CH:10]=1)[CH:6]=O.[C:21]([NH:24][NH2:25])([NH2:23])=[NH:22].[ClH:26]. (4) The reactants are: [Cl:1][C:2]1[CH:7]=[C:6]([N+:8]([O-:10])=[O:9])[CH:5]=[CH:4][C:3]=1[OH:11].[CH3:12][O:13][CH2:14]OCl.C(N(CC)CC)C.O. Given the product [Cl:1][C:2]1[CH:7]=[C:6]([N+:8]([O-:10])=[O:9])[CH:5]=[CH:4][C:3]=1[O:11][CH2:12][O:13][CH3:14], predict the reactants needed to synthesize it. (5) The reactants are: N[C:2]1[CH:7]=[CH:6][C:5]([OH:8])=[CH:4][CH:3]=1.[C:9]([O:13][C:14]([O:16]C(OC(C)(C)C)=O)=O)([CH3:12])([CH3:11])[CH3:10].C([N:27](C(C)C)CC)(C)C. Given the product [C:14]([C:2]1[CH:7]=[CH:6][C:5]([OH:8])=[C:4]([NH2:27])[CH:3]=1)([O:13][C:9]([CH3:12])([CH3:11])[CH3:10])=[O:16], predict the reactants needed to synthesize it. (6) Given the product [CH3:1][O:2][C:3]1[CH:4]=[CH:5][C:6]([CH2:7][N:8]2[C:12]3=[N:13][CH:14]=[CH:15][C:16]([O:17][C:18]4[CH:23]=[CH:22][C:21]([NH:24][C:35]([CH:32]5[CH2:33][CH2:34][N:30]([CH3:29])[C:31]5=[O:38])=[O:36])=[CH:20][C:19]=4[F:25])=[C:11]3[C:10]([CH3:26])=[N:9]2)=[CH:27][CH:28]=1, predict the reactants needed to synthesize it. The reactants are: [CH3:1][O:2][C:3]1[CH:28]=[CH:27][C:6]([CH2:7][N:8]2[C:12]3=[N:13][CH:14]=[CH:15][C:16]([O:17][C:18]4[CH:23]=[CH:22][C:21]([NH2:24])=[CH:20][C:19]=4[F:25])=[C:11]3[C:10]([CH3:26])=[N:9]2)=[CH:5][CH:4]=1.[CH3:29][N:30]1[CH2:34][CH2:33][CH:32]([C:35](O)=[O:36])[C:31]1=[O:38].Cl.C(N=C=NCCCN(C)C)C.N1(O)C2C=CC=CC=2N=N1.C(N(C(C)C)C(C)C)C. (7) Given the product [C:1]([O:9][C:10]1[CH:15]=[CH:14][C:13](/[C:16](/[C:26]2[CH:27]=[CH:28][C:29](/[CH:32]=[CH:33]/[C:34]([OH:36])=[O:35])=[CH:30][CH:31]=2)=[C:17](\[C:20]2[CH:25]=[CH:24][CH:23]=[CH:22][CH:21]=2)/[CH2:18][CH3:19])=[CH:12][CH:11]=1)(=[O:8])[C:2]1[CH:7]=[CH:6][CH:5]=[CH:4][CH:3]=1, predict the reactants needed to synthesize it. The reactants are: [C:1]([O:9][C:10]1[CH:15]=[CH:14][C:13](/[C:16](/[C:26]2[CH:31]=[CH:30][C:29](/[CH:32]=[CH:33]/[C:34]([O:36]C(C)(C)C)=[O:35])=[CH:28][CH:27]=2)=[C:17](\[C:20]2[CH:25]=[CH:24][CH:23]=[CH:22][CH:21]=2)/[CH2:18][CH3:19])=[CH:12][CH:11]=1)(=[O:8])[C:2]1[CH:7]=[CH:6][CH:5]=[CH:4][CH:3]=1.C(O)(C(F)(F)F)=O.